Predict the reaction yield, written as a fraction of the theoretical maximum amount of product (1.0 means a 100% yield; for example, 0.34 means a 34% yield). From a dataset of Reaction yield outcomes from USPTO patents with 853,638 reactions. (1) The reactants are [F:1][C@@H:2]1[C@H:7]2[N:8]=[C:9]([N:11]([CH3:19])[C:12](=[O:18])[O:13][C:14]([CH3:17])([CH3:16])[CH3:15])[S:10][C@H:6]2[O:5][C@H:4]([CH2:20][OH:21])[C@H:3]1[OH:22].N1C=CN=C1.[CH3:28][C:29]([Si:32](Cl)([CH3:34])[CH3:33])([CH3:31])[CH3:30]. The catalyst is CN(C=O)C.CCOCC. The product is [Si:32]([O:21][CH2:20][C@H:4]1[O:5][C@H:6]2[C@H:7]([N:8]=[C:9]([N:11]([CH3:19])[C:12](=[O:18])[O:13][C:14]([CH3:16])([CH3:17])[CH3:15])[S:10]2)[C@@H:2]([F:1])[C@@H:3]1[OH:22])([C:29]([CH3:31])([CH3:30])[CH3:28])([CH3:34])[CH3:33]. The yield is 0.960. (2) The reactants are Br.[N:2]1[CH:7]=[CH:6][CH:5]=[C:4]([O:8][C:9]2[CH:14]=[CH:13][C:12]([C:15]3[O:19][C:18]([NH2:20])=[N:17][N:16]=3)=[CH:11][CH:10]=2)[CH:3]=1.[Cl:21][C:22]1[C:23]([F:35])=[C:24]([CH:28]=[C:29]([C:31]([F:34])([F:33])[F:32])[CH:30]=1)[C:25](Cl)=[O:26]. The catalyst is N1C=CC=CC=1.CO. The product is [Cl:21][C:22]1[C:23]([F:35])=[C:24]([CH:28]=[C:29]([C:31]([F:33])([F:34])[F:32])[CH:30]=1)[C:25]([NH:20][C:18]1[O:19][C:15]([C:12]2[CH:11]=[CH:10][C:9]([O:8][C:4]3[CH:3]=[N:2][CH:7]=[CH:6][CH:5]=3)=[CH:14][CH:13]=2)=[N:16][N:17]=1)=[O:26]. The yield is 0.348. (3) The reactants are [C:1]([O:5][C:6]([N:8]1[CH:13]([C:14]([CH3:16])=[CH2:15])[CH2:12][C:11](=[O:17])[CH2:10][CH:9]1[CH2:18][CH3:19])=[O:7])([CH3:4])([CH3:3])[CH3:2].BrCC1C=C(C(F)(F)F)C=[C:24]([O:32]C)[CH:23]=1.C(OCC)(OCC)OCC.C(O)CO. No catalyst specified. The product is [C:1]([O:5][C:6]([N:8]1[CH:13]([C:14]([CH3:16])=[CH2:15])[CH2:12][C:11]2([O:32][CH2:24][CH2:23][O:17]2)[CH2:10][CH:9]1[CH2:18][CH3:19])=[O:7])([CH3:4])([CH3:3])[CH3:2]. The yield is 0.930.